From a dataset of Peptide-MHC class I binding affinity with 185,985 pairs from IEDB/IMGT. Regression. Given a peptide amino acid sequence and an MHC pseudo amino acid sequence, predict their binding affinity value. This is MHC class I binding data. (1) The peptide sequence is STLPETTVVRR. The MHC is HLA-A31:01 with pseudo-sequence HLA-A31:01. The binding affinity (normalized) is 0.518. (2) The peptide sequence is PPPSLPSPSRL. The MHC is HLA-B54:01 with pseudo-sequence HLA-B54:01. The binding affinity (normalized) is 0. (3) The peptide sequence is RFVKFNDYRK. The MHC is HLA-A33:01 with pseudo-sequence HLA-A33:01. The binding affinity (normalized) is 0.306. (4) The peptide sequence is LLLFADINGK. The MHC is HLA-A03:01 with pseudo-sequence HLA-A03:01. The binding affinity (normalized) is 0.546. (5) The MHC is HLA-B58:01 with pseudo-sequence HLA-B58:01. The binding affinity (normalized) is 0. The peptide sequence is RYSIFFDY. (6) The peptide sequence is VALWNDGTV. The MHC is HLA-A30:01 with pseudo-sequence HLA-A30:01. The binding affinity (normalized) is 0.149.